From a dataset of Catalyst prediction with 721,799 reactions and 888 catalyst types from USPTO. Predict which catalyst facilitates the given reaction. (1) Reactant: [CH3:1][C:2]([CH3:12])([CH3:11])[C:3]([O:5][CH2:6][O:7][C:8](Cl)=[O:9])=[O:4].N1C=CC=CC=1.[N+:19]([C:22]1[CH:27]=[CH:26][C:25]([OH:28])=[CH:24][CH:23]=1)([O-:21])=[O:20].O. Product: [CH3:1][C:2]([CH3:12])([CH3:11])[C:3]([O:5][CH2:6][O:7][C:8]([O:28][C:25]1[CH:26]=[CH:27][C:22]([N+:19]([O-:21])=[O:20])=[CH:23][CH:24]=1)=[O:9])=[O:4]. The catalyst class is: 7. (2) Reactant: [F:1][C:2]([F:34])([F:33])[C:3]1[CH:28]=[C:27]([C:29]([F:32])([F:31])[F:30])[CH:26]=[CH:25][C:4]=1[CH2:5][O:6][C:7]1[CH:15]=[CH:14][C:13](/[CH:16]=[C:17]2/[C:18]([NH:23][CH3:24])=[N:19][C:20](=[O:22])[S:21]/2)=[CH:12][C:8]=1C(O)=O.CN.O1CCCC1.ON1C2C=CC=CC=2N=N1.Cl.C(N=C=NCCCN(C)C)C.C[N:65]([CH3:68])[CH:66]=[O:67]. Product: [F:34][C:2]([F:1])([F:33])[C:3]1[CH:28]=[C:27]([C:29]([F:30])([F:32])[F:31])[CH:26]=[CH:25][C:4]=1[CH2:5][O:6][C:7]1[CH:8]=[CH:12][C:13](/[CH:16]=[C:17]2/[C:18]([NH:23][CH3:24])=[N:19][C:20](=[O:22])[S:21]/2)=[CH:14][C:15]=1[C:66]([NH:65][CH3:68])=[O:67]. The catalyst class is: 6. (3) Product: [CH3:17][C:16]([CH3:19])([CH3:18])[CH2:20][C:21]([NH:15][C:2]1[CH:3]=[CH:4][C:5]2[O:6][C:7]3[CH2:14][CH2:13][CH2:12][CH2:11][CH2:10][C:8]=3[C:9]=2[CH:1]=1)=[O:22]. The catalyst class is: 17. Reactant: [CH:1]1[C:9]2[C:8]3[CH2:10][CH2:11][CH2:12][CH2:13][CH2:14][C:7]=3[O:6][C:5]=2[CH:4]=[CH:3][C:2]=1[NH2:15].[C:16]([CH2:20][C:21](Cl)=[O:22])([CH3:19])([CH3:18])[CH3:17]. (4) Reactant: Br[C:2]1[CH:3]=[C:4]([Cl:11])[C:5]([O:9][CH3:10])=[C:6]([Cl:8])[CH:7]=1.[B:12]1([B:12]2[O:16][C:15]([CH3:18])([CH3:17])[C:14]([CH3:20])([CH3:19])[O:13]2)[O:16][C:15]([CH3:18])([CH3:17])[C:14]([CH3:20])([CH3:19])[O:13]1.CC([O-])=O.[K+]. Product: [Cl:8][C:6]1[CH:7]=[C:2]([B:12]2[O:16][C:15]([CH3:18])([CH3:17])[C:14]([CH3:20])([CH3:19])[O:13]2)[CH:3]=[C:4]([Cl:11])[C:5]=1[O:9][CH3:10]. The catalyst class is: 75. (5) Reactant: [F:1][C:2]1[CH:10]=[CH:9][CH:8]=[C:4]([C:5]([OH:7])=[O:6])[C:3]=1[OH:11].[Br:12]Br. Product: [Br:12][C:9]1[CH:10]=[C:2]([F:1])[C:3]([OH:11])=[C:4]([CH:8]=1)[C:5]([OH:7])=[O:6]. The catalyst class is: 86.